Dataset: NCI-60 drug combinations with 297,098 pairs across 59 cell lines. Task: Regression. Given two drug SMILES strings and cell line genomic features, predict the synergy score measuring deviation from expected non-interaction effect. (1) Drug 2: CC12CCC3C(C1CCC2=O)CC(=C)C4=CC(=O)C=CC34C. Drug 1: CN1CCC(CC1)COC2=C(C=C3C(=C2)N=CN=C3NC4=C(C=C(C=C4)Br)F)OC. Synergy scores: CSS=43.4, Synergy_ZIP=3.56, Synergy_Bliss=3.85, Synergy_Loewe=-2.26, Synergy_HSA=4.14. Cell line: SNB-19. (2) Drug 1: CC12CCC3C(C1CCC2=O)CC(=C)C4=CC(=O)C=CC34C. Drug 2: CN1C(=O)N2C=NC(=C2N=N1)C(=O)N. Cell line: IGROV1. Synergy scores: CSS=19.3, Synergy_ZIP=-1.32, Synergy_Bliss=-3.38, Synergy_Loewe=-22.9, Synergy_HSA=-4.46. (3) Drug 1: CNC(=O)C1=NC=CC(=C1)OC2=CC=C(C=C2)NC(=O)NC3=CC(=C(C=C3)Cl)C(F)(F)F. Drug 2: CN(CCCl)CCCl.Cl. Cell line: HOP-62. Synergy scores: CSS=23.3, Synergy_ZIP=-11.6, Synergy_Bliss=-13.2, Synergy_Loewe=-16.9, Synergy_HSA=-12.5.